From a dataset of Merck oncology drug combination screen with 23,052 pairs across 39 cell lines. Regression. Given two drug SMILES strings and cell line genomic features, predict the synergy score measuring deviation from expected non-interaction effect. (1) Cell line: VCAP. Drug 2: O=C(O)C1(Cc2cccc(Nc3nccs3)n2)CCC(Oc2cccc(Cl)c2F)CC1. Drug 1: C=CCn1c(=O)c2cnc(Nc3ccc(N4CCN(C)CC4)cc3)nc2n1-c1cccc(C(C)(C)O)n1. Synergy scores: synergy=-7.14. (2) Drug 1: CN(Cc1cnc2nc(N)nc(N)c2n1)c1ccc(C(=O)NC(CCC(=O)O)C(=O)O)cc1. Drug 2: Cn1nnc2c(C(N)=O)ncn2c1=O. Cell line: HT29. Synergy scores: synergy=-13.0. (3) Drug 1: CCN(CC)CCNC(=O)c1c(C)[nH]c(C=C2C(=O)Nc3ccc(F)cc32)c1C. Drug 2: NC(=O)c1cccc2cn(-c3ccc(C4CCCNC4)cc3)nc12. Cell line: A427. Synergy scores: synergy=6.86. (4) Drug 1: CN(C)C(=N)N=C(N)N. Drug 2: CC(C)CC(NC(=O)C(Cc1ccccc1)NC(=O)c1cnccn1)B(O)O. Cell line: SW837. Synergy scores: synergy=-4.48. (5) Drug 1: O=C(NOCC(O)CO)c1ccc(F)c(F)c1Nc1ccc(I)cc1F. Drug 2: COC1CC2CCC(C)C(O)(O2)C(=O)C(=O)N2CCCCC2C(=O)OC(C(C)CC2CCC(OP(C)(C)=O)C(OC)C2)CC(=O)C(C)C=C(C)C(O)C(OC)C(=O)C(C)CC(C)C=CC=CC=C1C. Cell line: MDAMB436. Synergy scores: synergy=32.3. (6) Drug 1: COc1cccc2c1C(=O)c1c(O)c3c(c(O)c1C2=O)CC(O)(C(=O)CO)CC3OC1CC(N)C(O)C(C)O1. Drug 2: COC1CC2CCC(C)C(O)(O2)C(=O)C(=O)N2CCCCC2C(=O)OC(C(C)CC2CCC(OP(C)(C)=O)C(OC)C2)CC(=O)C(C)C=C(C)C(O)C(OC)C(=O)C(C)CC(C)C=CC=CC=C1C. Cell line: MDAMB436. Synergy scores: synergy=6.37. (7) Drug 1: CC(=O)OC1C(=O)C2(C)C(O)CC3OCC3(OC(C)=O)C2C(OC(=O)c2ccccc2)C2(O)CC(OC(=O)C(O)C(NC(=O)c3ccccc3)c3ccccc3)C(C)=C1C2(C)C. Drug 2: NC1(c2ccc(-c3nc4ccn5c(=O)[nH]nc5c4cc3-c3ccccc3)cc2)CCC1. Cell line: NCIH2122. Synergy scores: synergy=1.26. (8) Drug 2: Cn1cc(-c2cnn3c(N)c(Br)c(C4CCCNC4)nc23)cn1. Drug 1: CCC1(O)CC2CN(CCc3c([nH]c4ccccc34)C(C(=O)OC)(c3cc4c(cc3OC)N(C)C3C(O)(C(=O)OC)C(OC(C)=O)C5(CC)C=CCN6CCC43C65)C2)C1. Synergy scores: synergy=22.8. Cell line: ES2.